From a dataset of Reaction yield outcomes from USPTO patents with 853,638 reactions. Predict the reaction yield, written as a fraction of the theoretical maximum amount of product (1.0 means a 100% yield; for example, 0.34 means a 34% yield). (1) The reactants are [OH:1][CH2:2][CH2:3][C:4]1[CH:9]=[CH:8][C:7]([CH2:10][CH2:11][C:12]2[N:13]=[C:14]([NH:17][C:18](=[O:20])[CH3:19])[S:15][CH:16]=2)=[CH:6][CH:5]=1.[C:21]([N:28]1C=CN=C1)(N1C=CN=C1)=[O:22].[C:33]([O:37][C:38]([CH3:41])([CH3:40])[CH3:39])(=[O:36])[NH:34]N. The catalyst is O1CCCC1. The product is [NH:28]([C:21]([O:1][CH2:2][CH2:3][C:4]1[CH:9]=[CH:8][C:7]([CH2:10][CH2:11][C:12]2[N:13]=[C:14]([NH:17][C:18](=[O:20])[CH3:19])[S:15][CH:16]=2)=[CH:6][CH:5]=1)=[O:22])[NH:34][C:33]([O:37][C:38]([CH3:41])([CH3:40])[CH3:39])=[O:36]. The yield is 0.936. (2) The reactants are Cl.[NH2:2][C:3]1[C:4]([C:8]([O:10][CH3:11])=[O:9])=[CH:5][S:6][CH:7]=1.N. The catalyst is O. The product is [NH2:2][C:3]1[C:4]([C:8]([O:10][CH3:11])=[O:9])=[CH:5][S:6][CH:7]=1. The yield is 0.650. (3) The reactants are [N:1]([C:4]1[CH:11]=[CH:10][C:7]([C:8]#[N:9])=[C:6]([C:12]([F:15])([F:14])[F:13])[CH:5]=1)=[C:2]=[S:3].[CH3:16][C:17]1[CH:22]=[CH:21][C:20]([NH:23][C:24]2([C:29]#N)[CH2:28][CH2:27][CH2:26][CH2:25]2)=[CH:19][CH:18]=1.C[OH:32].Cl. The catalyst is CN(C=O)C.O. The product is [O:32]=[C:29]1[C:24]2([CH2:28][CH2:27][CH2:26][CH2:25]2)[N:23]([C:20]2[CH:21]=[CH:22][C:17]([CH3:16])=[CH:18][CH:19]=2)[C:2](=[S:3])[N:1]1[C:4]1[CH:11]=[CH:10][C:7]([C:8]#[N:9])=[C:6]([C:12]([F:13])([F:15])[F:14])[CH:5]=1. The yield is 0.700. (4) The reactants are [Br:1][C:2]1[CH:3]=[C:4]([C@H:8](O)[CH2:9][N:10]2[CH2:14][CH2:13][C@H:12]([F:15])[CH2:11]2)[CH:5]=[CH:6][CH:7]=1.CS(Cl)(=O)=O.[CH3:22][NH2:23]. The catalyst is ClCCl. The product is [Br:1][C:2]1[CH:3]=[C:4]([C@H:8]([NH:23][CH3:22])[CH2:9][N:10]2[CH2:14][CH2:13][C@H:12]([F:15])[CH2:11]2)[CH:5]=[CH:6][CH:7]=1. The yield is 0.840. (5) The reactants are [C:1]1([S:7]([N:10]2[C:14]3=[N:15][CH:16]=[CH:17][C:18]([C:19]4[CH:24]=[CH:23][C:22]([S:25]([N:28]5[CH2:32][CH2:31][CH2:30][CH2:29]5)(=[O:27])=[O:26])=[CH:21][CH:20]=4)=[C:13]3[CH:12]=[CH:11]2)(=[O:9])=[O:8])[CH:6]=[CH:5][CH:4]=[CH:3][CH:2]=1.[Li+].[CH3:34]C([N-]C(C)C)C.CCCCCCC.C1COCC1.C(C1C=CC=CC=1)C.CI. The catalyst is C1COCC1. The product is [CH3:34][C:11]1[N:10]([S:7]([C:1]2[CH:2]=[CH:3][CH:4]=[CH:5][CH:6]=2)(=[O:9])=[O:8])[C:14]2=[N:15][CH:16]=[CH:17][C:18]([C:19]3[CH:20]=[CH:21][C:22]([S:25]([N:28]4[CH2:32][CH2:31][CH2:30][CH2:29]4)(=[O:26])=[O:27])=[CH:23][CH:24]=3)=[C:13]2[CH:12]=1. The yield is 0.700. (6) The product is [CH3:9][C:7]([O:10][C:11]1[CH:12]=[CH:13][C:14]([C:17]([C:19]2[CH:24]=[CH:23][C:22]([Cl:25])=[CH:21][CH:20]=2)=[O:18])=[CH:15][CH:16]=1)([C:5]([OH:6])=[O:4])[CH3:8]. The reactants are CC([O:4][C:5]([C:7]([O:10][C:11]1[CH:12]=[CH:13][C:14]([C:17]([C:19]2[CH:20]=[CH:21][C:22]([Cl:25])=[CH:23][CH:24]=2)=[O:18])=[CH:15][CH:16]=1)([CH3:9])[CH3:8])=[O:6])C.[OH-].[Na+].Cl. The catalyst is C(O)(C)C.O. The yield is 0.966. (7) The catalyst is CN(C)C=O. The reactants are [CH3:1][CH2:2][O:3][C:4]([C:6]1[NH:7][C:8]2[C:13]([CH:14]=1)=[CH:12][C:11]([C:15]([OH:17])=O)=[CH:10][CH:9]=2)=[O:5].F[B-](F)(F)F.N1(OC(N(C)C)=[N+](C)C)C2C=CC=CC=2N=N1.[N:40]1([CH:45]2[CH2:50][CH2:49][NH:48][CH2:47][CH2:46]2)[CH2:44][CH2:43][CH2:42][CH2:41]1.C(N(CC)C(C)C)(C)C. The product is [CH2:2]([O:3][C:4]([C:6]1[NH:7][C:8]2[C:13]([CH:14]=1)=[CH:12][C:11]([C:15]([N:48]1[CH2:49][CH2:50][CH:45]([N:40]3[CH2:44][CH2:43][CH2:42][CH2:41]3)[CH2:46][CH2:47]1)=[O:17])=[CH:10][CH:9]=2)=[O:5])[CH3:1]. The yield is 0.670. (8) The reactants are Cl[C:2]1[N:11]=[C:10]([NH:12][CH2:13][C:14]2[CH:19]=[CH:18][CH:17]=[CH:16][N:15]=2)[C:9]2[C:4](=[CH:5][CH:6]=[CH:7][C:8]=2[C:20]2[CH:25]=[CH:24][CH:23]=[CH:22][CH:21]=2)[N:3]=1.[CH3:26][C:27]1([CH3:48])[O:32][CH2:31][CH:30]([C:33]2[CH:34]=[N:35][CH:36]=[C:37](B3OC(C)(C)C(C)(C)O3)[CH:38]=2)[CH2:29][O:28]1.C(=O)([O-])[O-].[K+].[K+]. The catalyst is O1CCOCC1.O. The product is [CH3:26][C:27]1([CH3:48])[O:32][CH2:31][CH:30]([C:33]2[CH:38]=[C:37]([C:2]3[N:11]=[C:10]([NH:12][CH2:13][C:14]4[CH:19]=[CH:18][CH:17]=[CH:16][N:15]=4)[C:9]4[C:4](=[CH:5][CH:6]=[CH:7][C:8]=4[C:20]4[CH:25]=[CH:24][CH:23]=[CH:22][CH:21]=4)[N:3]=3)[CH:36]=[N:35][CH:34]=2)[CH2:29][O:28]1. The yield is 0.390.